This data is from Retrosynthesis with 50K atom-mapped reactions and 10 reaction types from USPTO. The task is: Predict the reactants needed to synthesize the given product. (1) Given the product COC(=O)C1CCCN1C(=O)C(C(C)C)N(C)C(=O)OC(C)(C)C, predict the reactants needed to synthesize it. The reactants are: CC(C)[C@@H](C(=O)O)N(C)C(=O)OC(C)(C)C.COC(=O)[C@@H]1CCCN1. (2) The reactants are: COC(=O)C(N)c1cc(F)cc(F)c1. Given the product NC(CO)c1cc(F)cc(F)c1, predict the reactants needed to synthesize it. (3) Given the product O=C(O)c1cn(Cc2c(F)cccc2F)nn1, predict the reactants needed to synthesize it. The reactants are: C#CC(=O)O.[N-]=[N+]=NCc1c(F)cccc1F. (4) The reactants are: CCOC(=O)c1c(N(Cc2c(F)cccc2F)C(=O)OCC)sc(-c2ccc(NC(=O)NOC)cc2)c1CN(C)Cc1ccccc1. Given the product CCOC(=O)c1c(N(Cc2c(F)cccc2F)C(=O)OCC)sc(-c2ccc(NC(=O)NOC)cc2)c1CNC, predict the reactants needed to synthesize it. (5) Given the product CCc1nc(CN2C(=O)c3ccccc3C2=O)n(CC)c1Sc1cc(C#N)cc(C#N)c1, predict the reactants needed to synthesize it. The reactants are: CCc1nc(CO)n(CC)c1Sc1cc(C#N)cc(C#N)c1.O=C1NC(=O)c2ccccc21. (6) The reactants are: Cc1cnc2c(C(C)(C)C)c(N)nn2c1.O=C(Cl)CCC1CCCCC1. Given the product Cc1cnc2c(C(C)(C)C)c(NC(=O)CCC3CCCCC3)nn2c1, predict the reactants needed to synthesize it. (7) Given the product CC(C)(Sc1ccccc1-c1ccncc1)C(=O)O, predict the reactants needed to synthesize it. The reactants are: CCOC(=O)C(C)(C)Sc1ccccc1-c1ccncc1. (8) Given the product CC(C)C(=O)n1ccc(-c2ccc(Oc3ccccc3)cc2)n1, predict the reactants needed to synthesize it. The reactants are: CC(C)C(=O)Cl.c1ccc(Oc2ccc(-c3cc[nH]n3)cc2)cc1. (9) Given the product COc1cc(C(=O)NC2CCN(C(=O)OC(C)(C)C)CC2)c(F)cc1Nc1ncc2c(n1)N(C1CCCC1)CC(F)(F)C(=O)N2C, predict the reactants needed to synthesize it. The reactants are: CC(C)(C)OC(=O)N1CCC(N)CC1.COc1cc(C(=O)O)c(F)cc1Nc1ncc2c(n1)N(C1CCCC1)CC(F)(F)C(=O)N2C.